This data is from Full USPTO retrosynthesis dataset with 1.9M reactions from patents (1976-2016). The task is: Predict the reactants needed to synthesize the given product. (1) Given the product [CH:1]1([C:4]2[CH:42]=[N:41][C:7]3[N:8]([C:21]([NH:23][CH:24]([C:29]4[CH:34]=[CH:33][C:32]([O:35][C:36]([F:39])([F:38])[F:37])=[C:31]([F:40])[CH:30]=4)[C:25]([OH:28])([CH3:27])[CH3:26])=[O:22])[CH2:9][C:10](=[O:20])[NH:11][C:6]=3[CH:5]=2)[CH2:3][CH2:2]1, predict the reactants needed to synthesize it. The reactants are: [CH:1]1([C:4]2[CH:42]=[N:41][C:7]3[N:8]([C:21]([NH:23][CH:24]([C:29]4[CH:34]=[CH:33][C:32]([O:35][C:36]([F:39])([F:38])[F:37])=[C:31]([F:40])[CH:30]=4)[C:25]([OH:28])([CH3:27])[CH3:26])=[O:22])[CH2:9][C:10](=[O:20])[N:11](COCC[Si](C)(C)C)[C:6]=3[CH:5]=2)[CH2:3][CH2:2]1.FC(F)(F)C(O)=O. (2) Given the product [CH3:1][S:2]([O:5][C:6]1[CH:11]=[CH:10][CH:9]=[C:8]([CH:12]2[CH2:13][CH2:14][N:15]([CH2:27][CH:26]=[CH2:25])[CH2:16][CH2:17]2)[C:7]=1[F:18])(=[O:3])=[O:4], predict the reactants needed to synthesize it. The reactants are: [CH3:1][S:2]([O:5][C:6]1[CH:11]=[CH:10][CH:9]=[C:8]([CH:12]2[CH2:17][CH2:16][NH:15][CH2:14][CH2:13]2)[C:7]=1[F:18])(=[O:4])=[O:3].C(=O)([O-])[O-].[K+].[K+].[CH2:25](Br)[CH:26]=[CH2:27]. (3) Given the product [CH3:17][O:18][C:19]1[CH:20]=[CH:21][C:22]2[N:23]([C:2]([CH2:5][C:6]3[CH:16]=[CH:15][C:9]4[N:10]=[C:11]([S:13][CH3:14])[S:12][C:8]=4[CH:7]=3)=[CH:3][N:25]=2)[N:24]=1, predict the reactants needed to synthesize it. The reactants are: Cl[CH:2]([CH2:5][C:6]1[CH:16]=[CH:15][C:9]2[N:10]=[C:11]([S:13][CH3:14])[S:12][C:8]=2[CH:7]=1)[CH:3]=O.[CH3:17][O:18][C:19]1[N:24]=[N:23][C:22]([NH2:25])=[CH:21][CH:20]=1.O. (4) Given the product [Cl:1][C:2]1[CH:8]=[CH:7][C:5]([N:6]2[CH:33]=[C:32]([Si:34]([CH3:37])([CH3:36])[CH3:35])[N:30]=[N:29]2)=[C:4]([C:9]2[CH:14]=[C:13]([O:15][CH3:16])[N:12]=[CH:11][N:10]=2)[CH:3]=1, predict the reactants needed to synthesize it. The reactants are: [Cl:1][C:2]1[CH:8]=[CH:7][C:5]([NH2:6])=[C:4]([C:9]2[CH:14]=[C:13]([O:15][CH3:16])[N:12]=[CH:11][N:10]=2)[CH:3]=1.N(OCCC(C)C)=O.[Si]([N:29]=[N+:30]=[N-])(C)(C)C.[C:32]([Si:34]([CH3:37])([CH3:36])[CH3:35])#[CH:33].